The task is: Predict the reaction yield, written as a fraction of the theoretical maximum amount of product (1.0 means a 100% yield; for example, 0.34 means a 34% yield).. This data is from Reaction yield outcomes from USPTO patents with 853,638 reactions. (1) The reactants are [CH:1]1([CH2:4][O:5][C:6]2[N:11]=[CH:10][N:9]=[C:8]([NH2:12])[CH:7]=2)C[CH2:2]1. The catalyst is C(O)CC. The product is [CH2:4]([O:5][C:6]1[N:11]=[CH:10][N:9]=[C:8]([NH2:12])[CH:7]=1)[CH2:1][CH3:2]. The yield is 0.850. (2) The reactants are [CH2:1]([C:5]1[CH:6]=[C:7]2[C:12](=[C:13]([O:15][CH:16]3[CH2:21][CH2:20][NH:19][CH2:18][CH2:17]3)[CH:14]=1)[N:11]=[CH:10][CH:9]=[CH:8]2)[CH2:2][CH2:3][CH3:4].[I-].[Na+].[C:24](=O)([OH:26])[O-:25].[Na+].[CH3:29][C:30]([S:33]([CH2:36][CH2:37][CH2:38]Br)(=[O:35])=[O:34])([CH3:32])[CH3:31].CC(S(CCCCl)(=O)=O)(C)C. The catalyst is CN(C=O)C.CO. The product is [CH:24]([OH:26])=[O:25].[CH2:1]([C:5]1[CH:6]=[C:7]2[C:12](=[C:13]([O:15][CH:16]3[CH2:17][CH2:18][N:19]([CH2:38][CH2:37][CH2:36][S:33]([C:30]([CH3:32])([CH3:31])[CH3:29])(=[O:35])=[O:34])[CH2:20][CH2:21]3)[CH:14]=1)[N:11]=[CH:10][CH:9]=[CH:8]2)[CH2:2][CH2:3][CH3:4]. The yield is 0.400. (3) The reactants are [C:1](/[N:3]=[C:4](\SC)/[NH:5][C:6]1[CH:11]=[CH:10][C:9]([S:12]([CH3:15])(=[O:14])=[O:13])=[CH:8][CH:7]=1)#[N:2].[NH2:18][NH2:19]. The catalyst is C(O)C. The product is [CH3:15][S:12]([C:9]1[CH:8]=[CH:7][C:6]([NH:5][C:4]2[N:3]=[C:1]([NH2:2])[NH:19][N:18]=2)=[CH:11][CH:10]=1)(=[O:13])=[O:14]. The yield is 0.910. (4) The reactants are C([O:3][C:4](=O)[C:5]1[CH:10]=[CH:9][CH:8]=[C:7]([NH:11][C:12]2[S:13][CH:14]=[C:15]([C:17]3[N:21]4[CH:22]=[CH:23][CH:24]=[CH:25][C:20]4=[N:19][C:18]=3[CH3:26])[N:16]=2)[CH:6]=1)C.ClCCl.[NH2:31][OH:32].[OH-].[Na+]. The catalyst is CO. The product is [OH:32][NH:31][C:4](=[O:3])[C:5]1[CH:10]=[CH:9][CH:8]=[C:7]([NH:11][C:12]2[S:13][CH:14]=[C:15]([C:17]3[N:21]4[CH:22]=[CH:23][CH:24]=[CH:25][C:20]4=[N:19][C:18]=3[CH3:26])[N:16]=2)[CH:6]=1. The yield is 0.510. (5) The yield is 0.530. The product is [CH:1]1([CH2:6][CH:7]([N:11]2[C:16](=[O:17])[CH:15]=[C:14]([O:18][C:19]3[CH:24]=[CH:23][CH:22]=[C:21]([F:25])[CH:20]=3)[CH:13]=[N:12]2)[C:8]([NH:26][C:27]2[CH:31]=[CH:30][N:29]([CH2:32][C:33]([OH:35])([CH3:34])[CH3:36])[N:28]=2)=[O:10])[CH2:5][CH2:4][CH2:3][CH2:2]1. No catalyst specified. The reactants are [CH:1]1([CH2:6][CH:7]([N:11]2[C:16](=[O:17])[CH:15]=[C:14]([O:18][C:19]3[CH:24]=[CH:23][CH:22]=[C:21]([F:25])[CH:20]=3)[CH:13]=[N:12]2)[C:8]([OH:10])=O)[CH2:5][CH2:4][CH2:3][CH2:2]1.[NH2:26][C:27]1[CH:31]=[CH:30][N:29]([CH2:32][C:33]([CH3:36])([OH:35])[CH3:34])[N:28]=1. (6) The reactants are [CH3:1][O:2][CH2:3][C@H:4]([CH3:33])[O:5][C:6]1[CH:7]=[C:8]([C:23]2[NH:27][C:26]([C:28]([O:30]CC)=[O:29])=[CH:25][CH:24]=2)[CH:9]=[C:10]([O:12][C:13]2[CH:18]=[CH:17][C:16]([S:19]([CH3:22])(=[O:21])=[O:20])=[CH:15][CH:14]=2)[CH:11]=1.[OH-].[Na+].Cl. The catalyst is C(O)C. The product is [CH3:1][O:2][CH2:3][C@H:4]([CH3:33])[O:5][C:6]1[CH:7]=[C:8]([C:23]2[NH:27][C:26]([C:28]([OH:30])=[O:29])=[CH:25][CH:24]=2)[CH:9]=[C:10]([O:12][C:13]2[CH:14]=[CH:15][C:16]([S:19]([CH3:22])(=[O:20])=[O:21])=[CH:17][CH:18]=2)[CH:11]=1. The yield is 0.990. (7) The catalyst is O.C1(C)C=CC(S(O)(=O)=O)=CC=1.O. The reactants are C1(C)C=CC=CC=1.[C:8]([OH:13])(=[O:12])[C:9]([CH3:11])=[O:10].[CH2:14](O)[CH2:15][CH2:16][CH2:17][CH2:18][CH2:19][CH2:20][CH3:21]. The product is [C:8]([O:13][CH2:14][CH2:15][CH2:16][CH2:17][CH2:18][CH2:19][CH2:20][CH3:21])(=[O:12])[C:9]([CH3:11])=[O:10]. The yield is 0.760.